This data is from Catalyst prediction with 721,799 reactions and 888 catalyst types from USPTO. The task is: Predict which catalyst facilitates the given reaction. Reactant: C(N(C(C)C)CC)(C)C.[C:10]1([C:19]2[CH:24]=[CH:23][CH:22]=[CH:21][CH:20]=2)[C:11]([C:16](Cl)=[O:17])=[CH:12][CH:13]=[CH:14][CH:15]=1.FC(F)(F)C(O)=O.[OH:32]/[N:33]=[C:34](\[NH2:44])/[CH2:35][C:36]1[CH:41]=[CH:40][C:39]([O:42][CH3:43])=[CH:38][CH:37]=1. Product: [C:10]1([C:19]2[CH:24]=[CH:23][CH:22]=[CH:21][CH:20]=2)[C:11]([C:16]([O:32]/[N:33]=[C:34](\[NH2:44])/[CH2:35][C:36]2[CH:41]=[CH:40][C:39]([O:42][CH3:43])=[CH:38][CH:37]=2)=[O:17])=[CH:12][CH:13]=[CH:14][CH:15]=1. The catalyst class is: 1.